This data is from Experimentally validated miRNA-target interactions with 360,000+ pairs, plus equal number of negative samples. The task is: Binary Classification. Given a miRNA mature sequence and a target amino acid sequence, predict their likelihood of interaction. (1) The miRNA is hsa-miR-522-5p with sequence CUCUAGAGGGAAGCGCUUUCUG. The protein sequence of the target gene is MLCPWRTANLGLLLILTIFLVAASSSLCMDEKQITQNYSKVLAEVNTSWPVKMATNAVLCCPPIALRNLIIITWEIILRGQPSCTKAYRKETNETKETNCTDERITWVSRPDQNSDLQIRPVAITHDGYYRCIMVTPDGNFHRGYHLQVLVTPEVTLFQNRNRTAVCKAVAGKPAAQISWIPEGDCATKQEYWSNGTVTVKSTCHWEVHNVSTVTCHVSHLTGNKSLYIELLPVPGAKKSAKLYIPYIILTIIILTIVGFIWLLKVNGCRKYKLNKTESTPVVEEDEMQPYASYTEKNNP.... Result: 0 (no interaction). (2) The miRNA is hsa-miR-3907 with sequence AGGUGCUCCAGGCUGGCUCACA. The protein sequence of the target gene is MKQPIMADGPRCKRRKQANPRRKNVVNYDNVVDTGSETDEEDKLHIAEDDGIANPLDQETSPASVPNHESSPHVSQALLPREEEEDEIREGGVEHPWHNNEILQASVDGPEEMKEDYDTMGPEATIQTAINNGTVKNANCTSDFEEYFAKRKLEERDGHAVSIEEYLQRSDTAIIYPEAPEELSRLGTPEANGQEENDLPPGTPDAFAQLLTCPYCDRGYKRLTSLKEHIKYRHEKNEENFSCPLCSYTFAYRTQLERHMVTHKPGTDQHQMLTQGAGNRKFKCTECGKAFKYKHHLKEH.... Result: 0 (no interaction). (3) The miRNA is mmu-miR-6955-3p with sequence ACACCUGUCUCCUUUGCCCACA. The protein sequence of the target gene is MSGQSLTDRITAAQHSVTGSAVSKTVCKATTHEIMGPKKKHLDYLIQCTNEMNVNIPQLADSLFERTTNSSWVVVFKSLITTHHLMVYGNERFIQYLASRNTLFNLSNFLDKSGLQGYDMSTFIRRYSRYLNEKAVSYRQVAFDFTKVKRGADGVMRTMNTEKLLKTVPIIQNQMDALLDFNVNSNELTNGVINAAFMLLFKDAIRLFAAYNEGIINLLEKYFDMKKNQCKEGLDIYKKFLTRMTRISEFLKVAEQVGIDRGDIPDLSQAPSSLLDALEQHLASLEGKKIKDSTAASRAT.... Result: 0 (no interaction). (4) The miRNA is mmu-miR-693-5p with sequence CAGCCACAUCCGAAAGUUUUC. The protein sequence of the target gene is MADKEKKKKESILDLSKYIDKTIRVKFQGGREASGILKGFDPLLNLVLDGTIEYMRDPDDQYKLTEDTRQLGLVVCRGTSVVLICPQDGMEAIPNPFIQQQDA. Result: 0 (no interaction). (5) The miRNA is mmu-miR-24-3p with sequence UGGCUCAGUUCAGCAGGAACAG. The protein sequence of the target gene is MEDDGYNYYGADNQSECDYADWKPSGALIPAIYMLVFLLGTTGNGLVLWTVFRTSREKRRSADIFIASLAVADLTFVVTLPLWATYTYREFDWPFGTFSCKLSSYLIFVNMYASVFCLTGLSFDRYLAIVRPVANARLRLRVSGAVATAVLWVLAALLAVPVMVFRSTDASENGTKIQCYMDYSMVATSNSEWAWEVGLGVSSTAVGFVVPFTIMLTCYFFIAQTIAGHFRKERIEGLRKRRRLLSIIVVLVVTFALCWMPYHLVKTLYMLGSLLHWPCDFDIFLMNVFPYCTCISYVNS.... Result: 0 (no interaction). (6) The miRNA is mmu-miR-3475-3p with sequence UCUGGAGGCACAUGGUUUGAA. The protein sequence of the target gene is MVLPTCPMAEFALPRHSAVMERLRRRIELCRRHHSTCEARYEAVSPERLELERQHTFALHQRCIQAKAKRAGKHRQPPAAATAPVAAPAPASAPAAARLDAADGPEHGRPVAHLHDTVKRSLDSAASPQNGDQPNGYGDLFPGHKKTRREAPLGVSVSANGLPPASPLGQPDKPSGGDTLQTAGKHSLGLDPINKKCLADSGIHLNGGSNSSEPFPLSLSKELKQEPVDDLPCMIAGAGGSVAQSNLMPDLNLNEQEWKELIEELNRSVPDEDMKDLFTEDFEEKKDPEPPGSATQTPLA.... Result: 0 (no interaction). (7) The protein sequence of the target gene is MEATGTWALLLALALLLLLTLALSGTRARGHLPPGPTPLPLLGNLLQLRPGALYSGLMRLSKKYGPVFTIYLGPWRPVVVLVGQEAVREALGGQAEEFSGRGTVAMLEGTFDGHGVFFSNGERWRQLRKFTMLALRDLGMGKREGEELIQAEARCLVETFQGTEGRPFDPSLLLAQATSNVVCSLLFGLRFSYEDKEFQAVVRAAGGTLLGVSSQGGQTYEMFSWFLRPLPGPHKQLLHHVSTLAAFTVRQVQQHQGNLDASGPARDLVDAFLLKMAQEEQNPGTEFTNKNMLMTVIYLL.... The miRNA is gga-let-7i with sequence UGAGGUAGUAGUUUGUGCUGU. Result: 0 (no interaction). (8) The miRNA is hsa-miR-196b-5p with sequence UAGGUAGUUUCCUGUUGUUGGG. The protein sequence of the target gene is MMGIGKNTTSKSMEAGSSTEGKYEDEAKHPAFFTLPVVINGGATSSGEQDNEDTELMAIYTTENGIAEKSSLAETLDSTGSLDPQRSDMIYTIEDVPPWYLCIFLGLQHYLTCFSGTIAVPFLLADAMCVGYDQWATSQLIGTIFFCVGITTLLQTTFGCRLPLFQASAFAFLAPARAILSLDKWKCNTTDVSVANGTAELLHTEHIWYPRIREIQGAIIMSSLIEVVIGLLGLPGALLKYIGPLTITPTVALIGLSGFQAAGERAGKHWGIAMLTIFLVLLFSQYARNVKFPLPIYKSK.... Result: 1 (interaction). (9) The miRNA is ssc-miR-361-3p with sequence CCCCCAGGUGUGAUUCUGAUUUGC. The protein sequence of the target gene is MADSGTAGGAALAAPAPGPGSGGPGPRVYFQSPPGAAGEGPGGADDEGPVRRQGKVTVKYDRKELRKRLNLEEWILEQLTRLYDCQEEEIPELEIDVDELLDMESDDARAARVKELLVDCYKPTEAFISGLLDKIRGMQKLSTPQKK. Result: 0 (no interaction).